This data is from Catalyst prediction with 721,799 reactions and 888 catalyst types from USPTO. The task is: Predict which catalyst facilitates the given reaction. (1) Reactant: [O:1]1[C:5]2[CH:6]=[CH:7][C:8]([CH2:10][NH2:11])=[CH:9][C:4]=2[CH:3]=[CH:2]1.Cl[S:13]([C:16]1[CH:25]=[CH:24][C:19]([C:20]([O:22][CH3:23])=[O:21])=[CH:18][CH:17]=1)(=[O:15])=[O:14].Cl. Product: [O:1]1[C:5]2[CH:6]=[CH:7][C:8]([CH2:10][NH:11][S:13]([C:16]3[CH:17]=[CH:18][C:19]([C:20]([O:22][CH3:23])=[O:21])=[CH:24][CH:25]=3)(=[O:15])=[O:14])=[CH:9][C:4]=2[CH:3]=[CH:2]1. The catalyst class is: 2. (2) Reactant: [Cl:1][C:2]1[C:7]([C:8]2[CH:13]=[CH:12][CH:11]=[CH:10][CH:9]=2)=[N:6][N:5]=[C:4]2[NH:14][N:15]=[C:16]([C:17]3[CH:22]=[CH:21][CH:20]=[C:19]([F:23])[CH:18]=3)[C:3]=12.[CH3:24][N:25]1[CH2:30][CH2:29][N:28]([CH2:31][CH2:32]O)[CH2:27][CH2:26]1.N(C(OCC)=O)=NC(OCC)=O.C1(P(C2C=CC=CC=2)C2C=CC=CC=2)C=CC=CC=1. Product: [Cl:1][C:2]1[C:7]([C:8]2[CH:13]=[CH:12][CH:11]=[CH:10][CH:9]=2)=[N:6][N:5]=[C:4]2[N:14]([CH2:32][CH2:31][N:28]3[CH2:29][CH2:30][N:25]([CH3:24])[CH2:26][CH2:27]3)[N:15]=[C:16]([C:17]3[CH:22]=[CH:21][CH:20]=[C:19]([F:23])[CH:18]=3)[C:3]=12. The catalyst class is: 12.